Task: Regression/Classification. Given a drug SMILES string, predict its absorption, distribution, metabolism, or excretion properties. Task type varies by dataset: regression for continuous measurements (e.g., permeability, clearance, half-life) or binary classification for categorical outcomes (e.g., BBB penetration, CYP inhibition). Dataset: cyp2d6_veith.. Dataset: CYP2D6 inhibition data for predicting drug metabolism from PubChem BioAssay (1) The compound is Cn1c(C(=O)O)c(CC(=O)NCC2COc3ccccc3O2)c2ccccc21. The result is 0 (non-inhibitor). (2) The drug is FC(F)(F)c1nnc2c(Sc3ccc(Cl)cc3)nc3ccccc3n12. The result is 0 (non-inhibitor). (3) The drug is NCC(=O)O. The result is 0 (non-inhibitor). (4) The drug is N#Cc1ccccc1-c1ccc2ncnc(NCc3cccs3)c2c1. The result is 0 (non-inhibitor). (5) The drug is Cn1cc([N+](=O)[O-])c(C(=O)Nc2cc(Oc3cccnc3)cc([N+](=O)[O-])c2)n1. The result is 1 (inhibitor). (6) The compound is CCc1nc2c(c(SC)nn2-c2ccccc2)c(N)c1C(=O)OC. The result is 0 (non-inhibitor).